From a dataset of Forward reaction prediction with 1.9M reactions from USPTO patents (1976-2016). Predict the product of the given reaction. Given the reactants Br[CH2:2][CH:3]1[O:8][C:7]2=[CH:9][S:10][CH:11]=[C:6]2[O:5][CH2:4]1.[C:12]([O-:15])(=[O:14])[CH3:13].[K+], predict the reaction product. The product is: [C:12]([O:15][CH2:2][CH:3]1[O:8][C:7]2=[CH:9][S:10][CH:11]=[C:6]2[O:5][CH2:4]1)(=[O:14])[CH3:13].